From a dataset of Forward reaction prediction with 1.9M reactions from USPTO patents (1976-2016). Predict the product of the given reaction. (1) Given the reactants COC1C=C(OC)C=CC=1C[N:6]([CH:29]1[CH2:34][CH2:33][S:32][CH2:31][CH2:30]1)[S:7]([C:10]1[CH:15]=[C:14]([S:16]([C:19]2[CH:24]=[CH:23][C:22]([F:25])=[CH:21][CH:20]=2)(=[O:18])=[O:17])[CH:13]=[CH:12][C:11]=1[CH:26]([CH3:28])[CH3:27])(=[O:9])=[O:8].C(=O)(O)[O-], predict the reaction product. The product is: [F:25][C:22]1[CH:23]=[CH:24][C:19]([S:16]([C:14]2[CH:13]=[CH:12][C:11]([CH:26]([CH3:28])[CH3:27])=[C:10]([S:7]([NH:6][CH:29]3[CH2:30][CH2:31][S:32][CH2:33][CH2:34]3)(=[O:8])=[O:9])[CH:15]=2)(=[O:17])=[O:18])=[CH:20][CH:21]=1. (2) Given the reactants CC1(C)C(C)(C)OB([C:9]2[CH:10]=[CH:11][C:12]([C:15]3[CH2:19][CH:18]([CH2:20][OH:21])[O:17][N:16]=3)=[N:13][CH:14]=2)O1.Br[C:24]1[CH:32]=[CH:31][C:30]2[N:29]3[C:33](=[O:41])[O:34][C@@H:35]([CH2:36][NH:37][C:38](=[O:40])[CH3:39])[C@@H:28]3[CH2:27][C:26]=2[CH:25]=1.C([O-])([O-])=O.[K+].[K+], predict the reaction product. The product is: [OH:21][CH2:20][CH:18]1[O:17][N:16]=[C:15]([C:12]2[N:13]=[CH:14][C:9]([C:24]3[CH:32]=[CH:31][C:30]4[N:29]5[C:33](=[O:41])[O:34][C@@H:35]([CH2:36][NH:37][C:38](=[O:40])[CH3:39])[C@@H:28]5[CH2:27][C:26]=4[CH:25]=3)=[CH:10][CH:11]=2)[CH2:19]1.